This data is from Full USPTO retrosynthesis dataset with 1.9M reactions from patents (1976-2016). The task is: Predict the reactants needed to synthesize the given product. (1) Given the product [Br:1][C:2]1[CH:3]=[C:4]([CH:8]([N:10]([CH2:17][CH3:18])[S:11]([CH2:14][CH3:15])(=[O:12])=[O:13])[CH3:9])[CH:5]=[N:6][CH:7]=1, predict the reactants needed to synthesize it. The reactants are: [Br:1][C:2]1[CH:3]=[C:4]([CH:8]([NH:10][S:11]([CH2:14][CH3:15])(=[O:13])=[O:12])[CH3:9])[CH:5]=[N:6][CH:7]=1.I[CH2:17][CH3:18].[H-].[Na+]. (2) Given the product [F:1][C:2]1[CH:3]=[CH:4][C:5]([O:29][CH3:30])=[C:6]([C:8]([CH3:27])([CH3:28])[CH2:9][C:10]([NH:26][CH3:33])([CH2:15][C:16]2[C:25]3[C:20](=[CH:21][CH:22]=[CH:23][CH:24]=3)[N:19]=[CH:18][CH:17]=2)[C:11]([F:12])([F:14])[F:13])[CH:7]=1, predict the reactants needed to synthesize it. The reactants are: [F:1][C:2]1[CH:3]=[CH:4][C:5]([O:29][CH3:30])=[C:6]([C:8]([CH3:28])([CH3:27])[CH2:9][C:10]([NH2:26])([CH2:15][C:16]2[C:25]3[C:20](=[CH:21][CH:22]=[CH:23][CH:24]=3)[N:19]=[CH:18][CH:17]=2)[C:11]([F:14])([F:13])[F:12])[CH:7]=1.C=O.[C:33](O)(=O)C.C(O[BH-](OC(=O)C)OC(=O)C)(=O)C.[Na+]. (3) Given the product [NH2:17][C:15]1[S:16][C:11]([CH3:12])=[C:5]([C:6]([O:8][CH3:9])=[O:7])[N:14]=1, predict the reactants needed to synthesize it. The reactants are: C[O-].[Na+].Cl[CH:5](Cl)[C:6]([O:8][CH3:9])=[O:7].[CH:11](=O)[CH3:12].[NH2:14][C:15]([NH2:17])=[S:16]. (4) Given the product [Cl:1][C:2]1[CH:22]=[CH:21][C:5]2[N:6]([CH2:18][CH2:19][CH3:20])[C:7](=[O:17])[CH2:8][N:9]3[C:30](=[O:31])[C@@H:29]([O:28][C:27]4[CH:33]=[C:34]([O:36][CH3:37])[CH:35]=[C:25]([O:24][CH3:23])[CH:26]=4)[C@:10]3([C:11]3[CH:16]=[CH:15][CH:14]=[CH:13][CH:12]=3)[C:4]=2[CH:3]=1, predict the reactants needed to synthesize it. The reactants are: [Cl:1][C:2]1[CH:22]=[CH:21][C:5]2[N:6]([CH2:18][CH2:19][CH3:20])[C:7](=[O:17])[CH2:8][N:9]=[C:10]([C:11]3[CH:16]=[CH:15][CH:14]=[CH:13][CH:12]=3)[C:4]=2[CH:3]=1.[CH3:23][O:24][C:25]1[CH:26]=[C:27]([CH:33]=[C:34]([O:36][CH3:37])[CH:35]=1)[O:28][CH2:29][C:30](O)=[O:31]. (5) Given the product [OH:1][C@H:2]([C@H:6]1[O:11][CH2:10][CH2:9][N:8]([C:12]2[CH:17]=[CH:16][C:15]([O:18][C:19]([F:22])([F:21])[F:20])=[CH:14][CH:13]=2)[C:7]1=[O:23])[C:3]([NH:24][C:25]1[CH:26]=[CH:27][C:28]([C:31]2[NH:35][C:34](=[O:36])[O:33][N:32]=2)=[CH:29][CH:30]=1)=[O:5], predict the reactants needed to synthesize it. The reactants are: [OH:1][C@H:2]([C@H:6]1[O:11][CH2:10][CH2:9][N:8]([C:12]2[CH:17]=[CH:16][C:15]([O:18][C:19]([F:22])([F:21])[F:20])=[CH:14][CH:13]=2)[C:7]1=[O:23])[C:3]([OH:5])=O.[NH2:24][C:25]1[CH:30]=[CH:29][C:28]([C:31]2[NH:32][O:33][C:34](=[O:36])[N:35]=2)=[CH:27][CH:26]=1.NC1C=C2C(=CC=1)C(N(C(OC(C)(C)C)=O)C(OC(C)(C)C)=O)=NC=C2. (6) Given the product [F:21][C:2]([F:1])([F:20])[C:3]1[CH:8]=[CH:7][C:6]([NH:9][C:10]2[C:11]3[CH2:19][N:18]([C:23]4[CH:28]=[CH:27][C:26]([CH3:29])=[CH:25][CH:24]=4)[CH2:17][CH2:16][C:12]=3[N:13]=[CH:14][N:15]=2)=[CH:5][CH:4]=1, predict the reactants needed to synthesize it. The reactants are: [F:1][C:2]([F:21])([F:20])[C:3]1[CH:8]=[CH:7][C:6]([NH:9][C:10]2[C:11]3[CH2:19][NH:18][CH2:17][CH2:16][C:12]=3[N:13]=[CH:14][N:15]=2)=[CH:5][CH:4]=1.B(O)(O)[C:23]1[CH:24]=[CH:25][C:26]([CH3:29])=[CH:27][CH:28]=1.C(N(CC)CC)C. (7) Given the product [CH2:37]([C:18]1([C:19]2[CH:24]=[CH:23][C:22]([F:25])=[CH:21][CH:20]=2)[C:3]2[C:4](=[CH:5][CH:6]=[C:7]([F:8])[C:2]=2[F:1])[NH:9][C:10](=[O:11])[N:12]1[CH2:13][C:14]([F:17])([F:16])[F:15])[CH:28]=[CH2:29], predict the reactants needed to synthesize it. The reactants are: [F:1][C:2]1[C:3]([C:18](=O)[C:19]2[CH:24]=[CH:23][C:22]([F:25])=[CH:21][CH:20]=2)=[C:4]([NH:9][C:10]([NH:12][CH2:13][C:14]([F:17])([F:16])[F:15])=[O:11])[CH:5]=[CH:6][C:7]=1[F:8].F[C:28]1[C:37](F)=CC=C2[C:29]=1C(C1C=CC(F)=CC=1)(O)N(CC(F)(F)F)C(=O)N2.C(N(CC)CC)C.S(Cl)(Cl)=O.C([Mg]Br)C=C.